This data is from Full USPTO retrosynthesis dataset with 1.9M reactions from patents (1976-2016). The task is: Predict the reactants needed to synthesize the given product. (1) Given the product [CH3:23][O:22][C:18]1[CH:17]=[C:16]([CH:10]2[S:11](=[O:15])(=[O:14])[CH2:12][CH2:13][NH:8][CH2:9]2)[CH:21]=[CH:20][CH:19]=1, predict the reactants needed to synthesize it. The reactants are: C(OC([N:8]1[CH2:13][CH2:12][S:11](=[O:15])(=[O:14])[CH:10]([C:16]2[CH:21]=[CH:20][CH:19]=[C:18]([O:22][CH3:23])[CH:17]=2)[CH2:9]1)=O)(C)(C)C.C(O)(C(F)(F)F)=O. (2) Given the product [NH2:10][C:11]1[C:12]([C:13]#[N:14])=[C:15]([NH:7][S:4]([CH2:1][CH2:2][CH3:3])(=[O:6])=[O:5])[CH:16]=[CH:17][C:18]=1[Cl:19], predict the reactants needed to synthesize it. The reactants are: [CH2:1]([S:4]([NH2:7])(=[O:6])=[O:5])[CH2:2][CH3:3].[H-].[Na+].[NH2:10][C:11]1[C:18]([Cl:19])=[CH:17][CH:16]=[C:15](F)[C:12]=1[C:13]#[N:14]. (3) Given the product [NH2:2][C:3]1[N:4]=[C:5]2[C:14]3[C:8]([CH2:9][CH:10]([C:15]([NH:34][CH3:38])=[O:17])[S:11][C:12]=3[N:13]=1)=[N:7][N:6]2[CH2:18][C:19]1[C:24]([CH3:25])=[C:23]([O:26][CH3:27])[C:22]([CH3:28])=[CH:21][N:20]=1, predict the reactants needed to synthesize it. The reactants are: Cl.[NH2:2][C:3]1[N:4]=[C:5]2[C:14]3[C:8]([CH2:9][CH:10]([C:15]([OH:17])=O)[S:11][C:12]=3[N:13]=1)=[N:7][N:6]2[CH2:18][C:19]1[C:24]([CH3:25])=[C:23]([O:26][CH3:27])[C:22]([CH3:28])=[CH:21][N:20]=1.Cl.CN.O.O[N:34]1[C:38]2C=CC=CC=2N=N1.Cl.CN(C)CCCN=C=NCC.C(N(C(C)C)CC)(C)C.[OH-].[Na+].